Dataset: Catalyst prediction with 721,799 reactions and 888 catalyst types from USPTO. Task: Predict which catalyst facilitates the given reaction. (1) Reactant: C([O:3][C:4]([C:6]1[C:7]([C:17]2[CH:18]=[N:19][CH:20]=[CH:21][CH:22]=2)=[N:8][C:9]2[C:14]([CH:15]=1)=[CH:13][CH:12]=[CH:11][C:10]=2[Cl:16])=O)C.CC(C[AlH]CC(C)C)C. The catalyst class is: 11. Product: [Cl:16][C:10]1[CH:11]=[CH:12][CH:13]=[C:14]2[C:9]=1[N:8]=[C:7]([C:17]1[CH:18]=[N:19][CH:20]=[CH:21][CH:22]=1)[C:6]([CH2:4][OH:3])=[CH:15]2. (2) Reactant: [C:1](OC(=O)C)(=[O:3])[CH3:2].C(Cl)Cl.[OH:11][C:12]1[CH:20]=[C:19]([O:21][CH:22]2[CH2:27][CH2:26][N:25]([S:28]([CH3:31])(=[O:30])=[O:29])[CH2:24][CH2:23]2)[CH:18]=[CH:17][C:13]=1[C:14]([OH:16])=[O:15]. Product: [C:1]([O:11][C:12]1[CH:20]=[C:19]([O:21][CH:22]2[CH2:23][CH2:24][N:25]([S:28]([CH3:31])(=[O:30])=[O:29])[CH2:26][CH2:27]2)[CH:18]=[CH:17][C:13]=1[C:14]([OH:16])=[O:15])(=[O:3])[CH3:2]. The catalyst class is: 17. (3) Reactant: [NH2:1][C@@H:2]([CH3:15])[CH2:3][O:4][C:5]1[CH:14]=[CH:13][C:8]([C:9]([O:11][CH3:12])=[O:10])=[CH:7][CH:6]=1.CCN(CC)CC.[C:23](O[C:23]([C:25]([F:28])([F:27])[F:26])=[O:24])([C:25]([F:28])([F:27])[F:26])=[O:24]. Product: [F:26][C:25]([F:28])([F:27])[C:23]([NH:1][C@@H:2]([CH3:15])[CH2:3][O:4][C:5]1[CH:14]=[CH:13][C:8]([C:9]([O:11][CH3:12])=[O:10])=[CH:7][CH:6]=1)=[O:24]. The catalyst class is: 295. (4) Reactant: [CH3:1][C:2]1[CH:34]=[CH:33][CH:32]=[C:31]([CH3:35])[C:3]=1[O:4][C:5]1[CH:6]=[C:7]([CH:12]=[CH:13][C:14]=1[C:15]1[C:16]2[CH:25]=[C:24]([C:26](=[O:30])[NH:27][CH2:28][CH3:29])[NH:23][C:17]=2[C:18](=[O:22])[N:19]([CH3:21])[CH:20]=1)[C:8]([O:10]C)=[O:9].O.[OH-].[Li+]. Product: [CH3:35][C:31]1[CH:32]=[CH:33][CH:34]=[C:2]([CH3:1])[C:3]=1[O:4][C:5]1[CH:6]=[C:7]([CH:12]=[CH:13][C:14]=1[C:15]1[C:16]2[CH:25]=[C:24]([C:26](=[O:30])[NH:27][CH2:28][CH3:29])[NH:23][C:17]=2[C:18](=[O:22])[N:19]([CH3:21])[CH:20]=1)[C:8]([OH:10])=[O:9]. The catalyst class is: 30. (5) Reactant: [O:1]=[C:2]([C:9]#[C:10][Si](C)(C)C)[CH2:3][CH2:4][CH2:5][C:6]([OH:8])=[O:7]. Product: [O:1]=[C:2]([C:9]#[CH:10])[CH2:3][CH2:4][CH2:5][C:6]([OH:8])=[O:7]. The catalyst class is: 24. (6) The catalyst class is: 237. Reactant: [Cl:1][C:2]1[CH:3]=[C:4]([C:9]2([C:15]#[N:16])[CH2:14][CH2:13][CH2:12][CH2:11][CH2:10]2)[CH:5]=[CH:6][C:7]=1[F:8].[OH-].[K+]. Product: [Cl:1][C:2]1[CH:3]=[C:4]([C:9]2([CH2:15][NH2:16])[CH2:14][CH2:13][CH2:12][CH2:11][CH2:10]2)[CH:5]=[CH:6][C:7]=1[F:8].